Dataset: Forward reaction prediction with 1.9M reactions from USPTO patents (1976-2016). Task: Predict the product of the given reaction. (1) Given the reactants C(NC(C)C)(C)C.C([Li])CCC.[CH:13]1([C:16]([O:18][C:19]([CH3:22])([CH3:21])[CH3:20])=[O:17])[CH2:15][CH2:14]1.[Br:23][C:24]1[CH:29]=[C:28]([CH2:30]Br)[CH:27]=[CH:26][C:25]=1[Cl:32].[Cl-].[NH4+], predict the reaction product. The product is: [Br:23][C:24]1[CH:29]=[C:28]([CH:27]=[CH:26][C:25]=1[Cl:32])[CH2:30][C:13]1([C:16]([O:18][C:19]([CH3:22])([CH3:21])[CH3:20])=[O:17])[CH2:15][CH2:14]1. (2) Given the reactants FC1C=CC=C(F)C=1C(NC1SC(C2C=CC=C(C(F)(F)F)C=2)=C(C=O)N=1)=O.C[Mg+].[Br-].[F:32][C:33]1[CH:60]=[CH:59][CH:58]=[C:57]([F:61])[C:34]=1[C:35]([NH:37][C:38]1[S:39][C:40]([C:47]2[CH:52]=[CH:51][CH:50]=[C:49]([C:53]([F:56])([F:55])[F:54])[CH:48]=2)=[C:41]([C:43]([OH:46])(C)[CH3:44])[N:42]=1)=[O:36], predict the reaction product. The product is: [F:32][C:33]1[CH:60]=[CH:59][CH:58]=[C:57]([F:61])[C:34]=1[C:35]([NH:37][C:38]1[S:39][C:40]([C:47]2[CH:52]=[CH:51][CH:50]=[C:49]([C:53]([F:56])([F:54])[F:55])[CH:48]=2)=[C:41]([CH:43]([OH:46])[CH3:44])[N:42]=1)=[O:36]. (3) Given the reactants [C:1]([CH:9]1[CH2:14][CH2:13][CH2:12][N:11]([C:15]([O:17][C:18]([CH3:21])([CH3:20])[CH3:19])=[O:16])[CH2:10]1)(=[O:8])[C:2]1[CH:7]=[CH:6][CH:5]=[CH:4][CH:3]=1.[CH2:22]([Mg]Br)[CH2:23][CH2:24][CH2:25][CH2:26][CH3:27], predict the reaction product. The product is: [OH:8][C:1]([CH:9]1[CH2:14][CH2:13][CH2:12][N:11]([C:15]([O:17][C:18]([CH3:21])([CH3:20])[CH3:19])=[O:16])[CH2:10]1)([C:2]1[CH:3]=[CH:4][CH:5]=[CH:6][CH:7]=1)[CH2:22][CH2:23][CH2:24][CH2:25][CH2:26][CH3:27]. (4) The product is: [Cl:26][C:27]1[CH:28]=[C:29]([S:33]([NH:1][C:2]2[CH:3]=[CH:4][C:5]([C:8]3[CH:16]=[C:15]4[C:11]([CH2:12][N:13]([C@@H:18]([CH:23]([CH3:25])[CH3:24])[C:19]([O:21][CH3:22])=[O:20])[C:14]4=[O:17])=[CH:10][CH:9]=3)=[CH:6][CH:7]=2)(=[O:35])=[O:34])[CH:30]=[CH:31][CH:32]=1. Given the reactants [NH2:1][C:2]1[CH:7]=[CH:6][C:5]([C:8]2[CH:16]=[C:15]3[C:11]([CH2:12][N:13]([C@@H:18]([CH:23]([CH3:25])[CH3:24])[C:19]([O:21][CH3:22])=[O:20])[C:14]3=[O:17])=[CH:10][CH:9]=2)=[CH:4][CH:3]=1.[Cl:26][C:27]1[CH:28]=[C:29]([S:33](Cl)(=[O:35])=[O:34])[CH:30]=[CH:31][CH:32]=1, predict the reaction product. (5) Given the reactants [NH2:1][C:2]1[CH:10]=[CH:9][CH:8]=[C:7]2[C:3]=1[C:4]([C:15]([N:17]1[CH2:22][CH2:21][CH:20]([C:23]3[CH:24]=[C:25]([CH:34]=[CH:35][C:36]=3[F:37])[CH2:26][NH:27][C:28](=[O:33])[C:29]([F:32])([F:31])[F:30])[CH2:19][CH2:18]1)=[O:16])=[CH:5][N:6]2[CH2:11][CH2:12][O:13][CH3:14].C=O.[C:40]([BH3-])#N.[Na+], predict the reaction product. The product is: [CH3:40][NH:1][C:2]1[CH:10]=[CH:9][CH:8]=[C:7]2[C:3]=1[C:4]([C:15]([N:17]1[CH2:18][CH2:19][CH:20]([C:23]3[CH:24]=[C:25]([CH:34]=[CH:35][C:36]=3[F:37])[CH2:26][NH:27][C:28](=[O:33])[C:29]([F:31])([F:32])[F:30])[CH2:21][CH2:22]1)=[O:16])=[CH:5][N:6]2[CH2:11][CH2:12][O:13][CH3:14].